This data is from Forward reaction prediction with 1.9M reactions from USPTO patents (1976-2016). The task is: Predict the product of the given reaction. (1) Given the reactants [NH2:1][C:2]1[N:7]=[C:6]([C:8]2[O:9][CH:10]=[C:11]([Br:13])[CH:12]=2)[C:5]([C:14]#[N:15])=[C:4](S(C)=O)[N:3]=1.[CH3:19][C:20]1[C:21]([CH2:27][OH:28])=[N:22][CH:23]=[C:24]([CH3:26])[CH:25]=1.C1CCN2C(=NCCC2)CC1, predict the reaction product. The product is: [NH2:1][C:2]1[N:7]=[C:6]([C:8]2[O:9][CH:10]=[C:11]([Br:13])[CH:12]=2)[C:5]([C:14]#[N:15])=[C:4]([O:28][CH2:27][C:21]2[C:20]([CH3:19])=[CH:25][C:24]([CH3:26])=[CH:23][N:22]=2)[N:3]=1. (2) Given the reactants Br[CH:2]1[C:7](=O)[CH2:6][CH2:5][N:4]([C:9]([O:11][CH2:12][C:13]2[CH:18]=[CH:17][CH:16]=[CH:15][CH:14]=2)=[O:10])[CH2:3]1.[C:19]([NH2:22])(=[S:21])[CH3:20].O, predict the reaction product. The product is: [CH3:20][C:19]1[S:21][C:2]2[CH2:3][N:4]([C:9]([O:11][CH2:12][C:13]3[CH:18]=[CH:17][CH:16]=[CH:15][CH:14]=3)=[O:10])[CH2:5][CH2:6][C:7]=2[N:22]=1.